This data is from Peptide-MHC class I binding affinity with 185,985 pairs from IEDB/IMGT. The task is: Regression. Given a peptide amino acid sequence and an MHC pseudo amino acid sequence, predict their binding affinity value. This is MHC class I binding data. (1) The peptide sequence is MSSSVDVDIY. The MHC is HLA-A31:01 with pseudo-sequence HLA-A31:01. The binding affinity (normalized) is 0. (2) The peptide sequence is QINELHHSK. The MHC is HLA-A30:01 with pseudo-sequence HLA-A30:01. The binding affinity (normalized) is 0.674. (3) The peptide sequence is RTVFFVLMML. The MHC is HLA-A68:02 with pseudo-sequence HLA-A68:02. The binding affinity (normalized) is 0.733. (4) The peptide sequence is NASKFVYVSV. The MHC is HLA-A02:03 with pseudo-sequence HLA-A02:03. The binding affinity (normalized) is 0.802. (5) The peptide sequence is MTACDDGRR. The MHC is HLA-A33:01 with pseudo-sequence HLA-A33:01. The binding affinity (normalized) is 0.670. (6) The peptide sequence is NTDAFSREY. The MHC is HLA-A11:01 with pseudo-sequence HLA-A11:01. The binding affinity (normalized) is 0.0847. (7) The peptide sequence is KQRTPGIITI. The MHC is HLA-A02:01 with pseudo-sequence HLA-A02:01. The binding affinity (normalized) is 0.